From a dataset of Peptide-MHC class I binding affinity with 185,985 pairs from IEDB/IMGT. Regression. Given a peptide amino acid sequence and an MHC pseudo amino acid sequence, predict their binding affinity value. This is MHC class I binding data. (1) The peptide sequence is PLPNFSSLNL. The MHC is HLA-A68:02 with pseudo-sequence HLA-A68:02. The binding affinity (normalized) is 0.0949. (2) The peptide sequence is ISPRTLNAW. The MHC is HLA-B40:01 with pseudo-sequence HLA-B40:01. The binding affinity (normalized) is 0. (3) The peptide sequence is FHKRDMRLL. The MHC is HLA-A69:01 with pseudo-sequence HLA-A69:01. The binding affinity (normalized) is 0.0847. (4) The peptide sequence is RPNMSRHHF. The MHC is HLA-A02:02 with pseudo-sequence HLA-A02:02. The binding affinity (normalized) is 0. (5) The binding affinity (normalized) is 0.0847. The peptide sequence is LTDNGYLLY. The MHC is HLA-C04:01 with pseudo-sequence HLA-C04:01. (6) The peptide sequence is HPGSVNEFDF. The MHC is HLA-B35:03 with pseudo-sequence HLA-B35:03. The binding affinity (normalized) is 0.136.